Dataset: Forward reaction prediction with 1.9M reactions from USPTO patents (1976-2016). Task: Predict the product of the given reaction. Given the reactants [O:1]=[C:2]1[NH:6][CH2:5][C:4](=[O:7])[N:3]1[C:8]1[C:17]2[C:12](=[CH:13][CH:14]=[CH:15][CH:16]=2)[C:11]([C:18]#[N:19])=[CH:10][CH:9]=1.[OH:20][C:21]1[CH:22]=[C:23]([CH:26]=[CH:27][CH:28]=1)[CH:24]=O, predict the reaction product. The product is: [OH:20][C:21]1[CH:22]=[C:23]([CH:26]=[CH:27][CH:28]=1)[CH:24]=[C:5]1[C:4](=[O:7])[N:3]([C:8]2[C:17]3[C:12](=[CH:13][CH:14]=[CH:15][CH:16]=3)[C:11]([C:18]#[N:19])=[CH:10][CH:9]=2)[C:2](=[O:1])[NH:6]1.